This data is from Peptide-MHC class II binding affinity with 134,281 pairs from IEDB. The task is: Regression. Given a peptide amino acid sequence and an MHC pseudo amino acid sequence, predict their binding affinity value. This is MHC class II binding data. (1) The peptide sequence is EKKYFAATQFEPLVA. The MHC is HLA-DQA10501-DQB10201 with pseudo-sequence HLA-DQA10501-DQB10201. The binding affinity (normalized) is 0.495. (2) The peptide sequence is LASNKSVVVNKYTDG. The MHC is DRB1_0101 with pseudo-sequence DRB1_0101. The binding affinity (normalized) is 0.502. (3) The peptide sequence is SEFENDEHIILYLVN. The MHC is HLA-DQA10501-DQB10201 with pseudo-sequence HLA-DQA10501-DQB10201. The binding affinity (normalized) is 0.409.